From a dataset of Forward reaction prediction with 1.9M reactions from USPTO patents (1976-2016). Predict the product of the given reaction. (1) Given the reactants [F:1][C:2]1[CH:3]=[CH:4][C:5]([O:29]O)=[C:6]([C:8]([CH3:28])([CH3:27])[CH2:9][C:10]([C:23]([F:26])([F:25])[F:24])([OH:22])[CH2:11][NH:12][C:13]2[CH:21]=[CH:20][CH:19]=[C:18]3[C:14]=2[CH:15]=[N:16][NH:17]3)[CH:7]=1.[F:31][C:32]1[CH:33]=[C:34](B(O)O)[CH:35]=[C:36]([F:38])[CH:37]=1, predict the reaction product. The product is: [F:1][C:2]1[CH:3]=[CH:4][C:5]([OH:29])=[C:6]([C:8]([CH3:28])([CH3:27])[CH2:9][C:10]([C:23]([F:26])([F:25])[F:24])([OH:22])[CH2:11][NH:12][C:13]2[CH:21]=[CH:20][CH:19]=[C:18]3[C:14]=2[CH:15]=[N:16][N:17]3[C:34]2[CH:33]=[C:32]([F:31])[CH:37]=[C:36]([F:38])[CH:35]=2)[CH:7]=1. (2) The product is: [OH:19][N:18]=[CH:1][C:3]1[CH:10]=[CH:9][C:6]([C:7]#[N:8])=[CH:5][C:4]=1[O:11][CH2:12][C:13]([F:16])([F:15])[F:14]. Given the reactants [CH:1]([C:3]1[CH:10]=[CH:9][C:6]([C:7]#[N:8])=[CH:5][C:4]=1[O:11][CH2:12][C:13]([F:16])([F:15])[F:14])=O.Cl.[NH2:18][OH:19].C([O-])(=O)C.[Na+], predict the reaction product. (3) The product is: [F:13][C:14]1[CH:19]=[CH:18][CH:17]=[CH:16][C:15]=1[C:20]1([C:26]([NH:2][NH:1][C:3]2[CH:12]=[CH:11][CH:10]=[C:9]3[C:4]=2[CH:5]=[CH:6][CH:7]=[N:8]3)=[O:27])[CH2:25][CH2:24][CH2:23][CH2:22][CH2:21]1. Given the reactants [NH:1]([C:3]1[CH:12]=[CH:11][CH:10]=[C:9]2[C:4]=1[CH:5]=[CH:6][CH:7]=[N:8]2)[NH2:2].[F:13][C:14]1[CH:19]=[CH:18][CH:17]=[CH:16][C:15]=1[C:20]1([C:26](Cl)=[O:27])[CH2:25][CH2:24][CH2:23][CH2:22][CH2:21]1, predict the reaction product.